From a dataset of Reaction yield outcomes from USPTO patents with 853,638 reactions. Predict the reaction yield, written as a fraction of the theoretical maximum amount of product (1.0 means a 100% yield; for example, 0.34 means a 34% yield). The reactants are Cl[C:2]1[C:7]([CH3:8])=[CH:6][N:5]=[C:4]([NH:9][C:10]2[CH:17]=[CH:16][C:13]([C:14]#[N:15])=[CH:12][CH:11]=2)[N:3]=1.[NH2:18][C:19]1[C:26]([CH3:27])=[CH:25][C:22]([C:23]#[N:24])=[CH:21][C:20]=1[CH3:28].C(N(C(C)C)CC)(C)C.[OH-].[Na+]. The catalyst is C(Cl)Cl.O1CCOCC1.CN1CCCC1=O. The product is [C:14]([C:13]1[CH:16]=[CH:17][C:10]([NH:9][C:4]2[N:3]=[C:2]([NH:18][C:19]3[C:20]([CH3:28])=[CH:21][C:22]([C:23]#[N:24])=[CH:25][C:26]=3[CH3:27])[C:7]([CH3:8])=[CH:6][N:5]=2)=[CH:11][CH:12]=1)#[N:15]. The yield is 0.290.